Dataset: Human liver microsome stability data. Task: Regression/Classification. Given a drug SMILES string, predict its absorption, distribution, metabolism, or excretion properties. Task type varies by dataset: regression for continuous measurements (e.g., permeability, clearance, half-life) or binary classification for categorical outcomes (e.g., BBB penetration, CYP inhibition). Dataset: hlm. (1) The drug is Nc1nccc(-c2ccc3nc(C4COc5ccc(F)cc5C4)oc3c2)n1. The result is 0 (unstable in human liver microsomes). (2) The compound is CN1CCC(NC(=O)c2cnc(Nc3cc(Cl)cc(Cl)c3)nc2N[C@H]2CCCCNC2=O)CC1. The result is 0 (unstable in human liver microsomes). (3) The drug is CC(C)C(=O)Nc1ccc2cn(-c3ccc(Cl)cc3)nc2c1. The result is 0 (unstable in human liver microsomes).